From a dataset of Full USPTO retrosynthesis dataset with 1.9M reactions from patents (1976-2016). Predict the reactants needed to synthesize the given product. Given the product [Si:1]([O:8][CH2:9][C:10]1[N:11]([CH3:35])[C:12]2[C:17]([CH:18]=1)=[CH:16][C:15]1[C:19]3[N:23]([CH2:24][C:25]4[CH:30]=[CH:29][C:28]([O:31][CH3:32])=[CH:27][C:26]=4[O:33][CH3:34])[C:41](=[O:42])[C:36]([C:37]([O:39][CH3:40])=[O:38])=[C:45]([OH:46])[C:20]=3[CH2:21][CH2:22][C:14]=1[CH:13]=2)([C:4]([CH3:7])([CH3:6])[CH3:5])([CH3:3])[CH3:2], predict the reactants needed to synthesize it. The reactants are: [Si:1]([O:8][CH2:9][C:10]1[N:11]([CH3:35])[C:12]2[C:17]([CH:18]=1)=[CH:16][C:15]1[C:19](=[N:23][CH2:24][C:25]3[CH:30]=[CH:29][C:28]([O:31][CH3:32])=[CH:27][C:26]=3[O:33][CH3:34])[CH2:20][CH2:21][CH2:22][C:14]=1[CH:13]=2)([C:4]([CH3:7])([CH3:6])[CH3:5])([CH3:3])[CH3:2].[CH:36]([C:45](OC)=[O:46])([C:41](OC)=[O:42])[C:37]([O:39][CH3:40])=[O:38].